This data is from Reaction yield outcomes from USPTO patents with 853,638 reactions. The task is: Predict the reaction yield, written as a fraction of the theoretical maximum amount of product (1.0 means a 100% yield; for example, 0.34 means a 34% yield). (1) The yield is 0.390. The catalyst is CN(C=O)C. The reactants are [Cl:1][C:2]1[C:3]([CH2:31]OS(C)(=O)=O)=[C:4]([C:27]([F:30])([F:29])[F:28])[CH:5]=[C:6]2[C:11]=1[NH:10][C:9](=[O:12])[N:8]([CH2:13][C:14]1[CH:19]=[C:18]([Cl:20])[CH:17]=[CH:16][C:15]=1[S:21]([CH2:24][CH3:25])(=[O:23])=[O:22])[C:7]2=[O:26].[C:37]([O:41][C:42](=[O:51])[NH:43][CH2:44][C@H:45]1[CH2:50][CH2:49][CH2:48][CH2:47][NH:46]1)([CH3:40])([CH3:39])[CH3:38]. The product is [C:37]([O:41][C:42](=[O:51])[NH:43][CH2:44][C@H:45]1[CH2:50][CH2:49][CH2:48][CH2:47][N:46]1[CH2:31][C:3]1[C:2]([Cl:1])=[C:11]2[C:6]([C:7](=[O:26])[N:8]([CH2:13][C:14]3[CH:19]=[C:18]([Cl:20])[CH:17]=[CH:16][C:15]=3[S:21]([CH2:24][CH3:25])(=[O:22])=[O:23])[C:9](=[O:12])[NH:10]2)=[CH:5][C:4]=1[C:27]([F:29])([F:30])[F:28])([CH3:40])([CH3:38])[CH3:39]. (2) The reactants are [OH:1][C:2]1[CH:17]=[CH:16][C:15]([N+:18]([O-:20])=[O:19])=[CH:14][C:3]=1[CH2:4][N:5]([CH3:13])[C:6](=[O:12])[O:7][C:8]([CH3:11])([CH3:10])[CH3:9].C([O-])([O-])=O.[K+].[K+].Cl[C:28]([F:33])([F:32])C([O-])=O.[Na+]. The catalyst is CN(C=O)C.O.CCOC(C)=O. The product is [F:32][CH:28]([F:33])[O:1][C:2]1[CH:17]=[CH:16][C:15]([N+:18]([O-:20])=[O:19])=[CH:14][C:3]=1[CH2:4][N:5]([CH3:13])[C:6](=[O:12])[O:7][C:8]([CH3:9])([CH3:11])[CH3:10]. The yield is 1.00. (3) The reactants are [Br:1][C:2]1[CH:8]=[CH:7][C:5]([NH2:6])=[C:4]([CH2:9][CH3:10])[CH:3]=1.[CH3:11][S:12](Cl)(=[O:14])=[O:13]. The catalyst is N1C=CC=CC=1.CCOC(C)=O. The product is [Br:1][C:2]1[CH:8]=[CH:7][C:5]([NH:6][S:12]([CH3:11])(=[O:14])=[O:13])=[C:4]([CH2:9][CH3:10])[CH:3]=1. The yield is 0.810.